This data is from Forward reaction prediction with 1.9M reactions from USPTO patents (1976-2016). The task is: Predict the product of the given reaction. (1) Given the reactants [F:1][C:2]1[CH:7]=[CH:6][C:5]([C:8]2[CH:9]=[CH:10][C:11]([N:14]3[CH2:19][CH2:18][CH:17]([CH2:20][CH2:21][N:22]4C(=O)C5C(=CC=CC=5)C4=O)[CH2:16][CH2:15]3)=[N:12][CH:13]=2)=[CH:4][CH:3]=1.O.NN, predict the reaction product. The product is: [F:1][C:2]1[CH:3]=[CH:4][C:5]([C:8]2[CH:9]=[CH:10][C:11]([N:14]3[CH2:15][CH2:16][CH:17]([CH2:20][CH2:21][NH2:22])[CH2:18][CH2:19]3)=[N:12][CH:13]=2)=[CH:6][CH:7]=1. (2) Given the reactants [ClH:1].[CH2:2]([O:6][C:7]1[CH:12]=[CH:11][C:10]([S:13]([C:16]2([C:22]([NH:24][OH:25])=[O:23])[CH2:21][CH2:20][NH:19][CH2:18][CH2:17]2)(=[O:15])=[O:14])=[CH:9][CH:8]=1)[C:3]#[C:4][CH3:5].BrC[C:28]1[CH:37]=[CH:36][C:31]([C:32]([O:34][CH3:35])=[O:33])=[CH:30][CH:29]=1.[CH2:38](N(CC)CC)C.Cl, predict the reaction product. The product is: [ClH:1].[CH2:2]([O:6][C:7]1[CH:8]=[CH:9][C:10]([S:13]([C:16]2([C:22]([NH:24][OH:25])=[O:23])[CH2:21][CH2:20][N:19]([CH2:38][C:30]3[CH:29]=[CH:28][CH:37]=[CH:36][C:31]=3[C:32]([O:34][CH3:35])=[O:33])[CH2:18][CH2:17]2)(=[O:14])=[O:15])=[CH:11][CH:12]=1)[C:3]#[C:4][CH3:5]. (3) The product is: [OH:8][C:4]1[CH:3]=[C:2]([NH:1][C:9](=[O:14])[C:10]([CH3:13])([CH3:12])[CH3:11])[CH:7]=[CH:6][CH:5]=1. Given the reactants [NH2:1][C:2]1[CH:3]=[C:4]([OH:8])[CH:5]=[CH:6][CH:7]=1.[C:9](Cl)(=[O:14])[C:10]([CH3:13])([CH3:12])[CH3:11].Cl, predict the reaction product.